Predict the product of the given reaction. From a dataset of Forward reaction prediction with 1.9M reactions from USPTO patents (1976-2016). The product is: [C:37]([O:36][C:34]([NH:1][C@:2]12[CH2:9][CH:8]([F:10])[CH2:7][C@H:6]1[CH2:5][N:4]([C@@H:12]([C:14]1[CH:19]=[CH:18][CH:17]=[CH:16][CH:15]=1)[CH3:13])[CH2:3]2)=[O:35])([CH3:40])([CH3:39])[CH3:38]. Given the reactants [NH2:1][C@:2]12[CH2:9][CH:8]([F:10])[CH2:7][C@@H:6]1[C:5](=O)[N:4]([C@@H:12]([C:14]1[CH:19]=[CH:18][CH:17]=[CH:16][CH:15]=1)[CH3:13])[CH2:3]2.COCCO[AlH2-]OCCOC.[Na+].[OH-].[Na+].[C:34](O[C:34]([O:36][C:37]([CH3:40])([CH3:39])[CH3:38])=[O:35])([O:36][C:37]([CH3:40])([CH3:39])[CH3:38])=[O:35], predict the reaction product.